This data is from Catalyst prediction with 721,799 reactions and 888 catalyst types from USPTO. The task is: Predict which catalyst facilitates the given reaction. (1) Reactant: [F:1][C:2]1[CH:7]=[CH:6][C:5]([F:8])=[CH:4][C:3]=1[CH:9]=[CH2:10].[Br:11][C:12]1[CH:13]=[C:14](B2OC(C)(C)C(C)(C)O2)[C:15]([F:18])=[N:16][CH:17]=1.C(=O)([O-])[O-].[Na+].[Na+]. Product: [Br:11][C:12]1[CH:13]=[C:14](/[CH:10]=[CH:9]/[C:3]2[CH:4]=[C:5]([F:8])[CH:6]=[CH:7][C:2]=2[F:1])[C:15]([F:18])=[N:16][CH:17]=1. The catalyst class is: 826. (2) Reactant: [CH3:1][C:2]1[C:3]([CH2:13][CH:14]=[CH2:15])=[C:4]2[C:9](=[CH:10][CH:11]=1)[NH:8][C:7](=[O:12])[CH2:6][CH2:5]2.[H-].[Na+].I[CH3:19]. Product: [CH3:19][N:8]1[C:9]2[C:4](=[C:3]([CH2:13][CH:14]=[CH2:15])[C:2]([CH3:1])=[CH:11][CH:10]=2)[CH2:5][CH2:6][C:7]1=[O:12]. The catalyst class is: 3. (3) Reactant: ClC(Cl)(Cl)C([N:5]1[CH2:10][CH2:9][N:8]([C:11]2[CH:16]=[C:15]([S:17]([N:20]3[C:28]4[C:23](=[CH:24][CH:25]=[C:26]([Br:29])[CH:27]=4)[CH:22]=[CH:21]3)(=[O:19])=[O:18])[CH:14]=[CH:13][C:12]=2[O:30][CH3:31])[CH2:7][CH2:6]1)=O.[OH-].[K+]. Product: [Br:29][C:26]1[CH:27]=[C:28]2[C:23]([CH:22]=[CH:21][N:20]2[S:17]([C:15]2[CH:14]=[CH:13][C:12]([O:30][CH3:31])=[C:11]([N:8]3[CH2:7][CH2:6][NH:5][CH2:10][CH2:9]3)[CH:16]=2)(=[O:19])=[O:18])=[CH:24][CH:25]=1. The catalyst class is: 1. (4) Reactant: [N:1]([C:4]1[CH:8]=[C:7]([CH3:9])[O:6][N:5]=1)=[N+:2]=[N-:3].[CH3:10][O:11][C:12]1[CH:17]=[CH:16][C:15]([CH2:18][C:19]#[N:20])=[CH:14][CH:13]=1.C[O-].[Na+]. Product: [CH3:10][O:11][C:12]1[CH:17]=[CH:16][C:15]([C:18]2[N:3]=[N:2][N:1]([C:4]3[CH:8]=[C:7]([CH3:9])[O:6][N:5]=3)[C:19]=2[NH2:20])=[CH:14][CH:13]=1. The catalyst class is: 162.